Dataset: Retrosynthesis with 50K atom-mapped reactions and 10 reaction types from USPTO. Task: Predict the reactants needed to synthesize the given product. (1) Given the product CCCCN(CC)c1c([N+](=O)[O-])cc(C(F)(F)F)cc1[N+](=O)[O-], predict the reactants needed to synthesize it. The reactants are: CCCCNCC.O=[N+]([O-])c1cc(C(F)(F)F)cc([N+](=O)[O-])c1Cl. (2) Given the product CC(C)(C)OC(=O)n1nccc1-c1ccc(Br)cc1, predict the reactants needed to synthesize it. The reactants are: Brc1ccc(-c2ccn[nH]2)cc1.CC(C)(C)OC(=O)OC(=O)OC(C)(C)C. (3) Given the product FC(F)(COCc1cccc(Br)c1)c1ccccc1, predict the reactants needed to synthesize it. The reactants are: BrCc1cccc(Br)c1.OCC(F)(F)c1ccccc1. (4) Given the product CCc1cccc(Oc2ccc(C(=O)OC)cc2C)c1Br, predict the reactants needed to synthesize it. The reactants are: CCc1cccc(O)c1Br.COC(=O)c1ccc(F)c(C)c1. (5) The reactants are: CCOC(=O)c1nc(Br)c2nc(C(C)(C)C)sc2c1O.[C-]#N. Given the product CCOC(=O)c1nc(C#N)c2nc(C(C)(C)C)sc2c1O, predict the reactants needed to synthesize it.